From a dataset of Catalyst prediction with 721,799 reactions and 888 catalyst types from USPTO. Predict which catalyst facilitates the given reaction. (1) The catalyst class is: 9. Reactant: [NH2:1][C@H:2]([CH2:7][OH:8])[CH2:3][CH2:4][S:5][CH3:6].[N:9]1([CH2:15][C:16]2[CH:21]=[CH:20][C:19]([C:22]3[O:26][C:25](=[O:27])[C:24]4([CH2:32][CH2:31][CH2:30][CH2:29][CH2:28]4)[N:23]=3)=[CH:18][CH:17]=2)[CH2:14][CH2:13][O:12][CH2:11][CH2:10]1.O. Product: [N:9]1([CH2:15][C:16]2[CH:17]=[CH:18][C:19]([C:22]([NH:23][C:24]3([C:25]([NH:1][C@H:2]([CH2:7][OH:8])[CH2:3][CH2:4][S:5][CH3:6])=[O:27])[CH2:28][CH2:29][CH2:30][CH2:31][CH2:32]3)=[O:26])=[CH:20][CH:21]=2)[CH2:14][CH2:13][O:12][CH2:11][CH2:10]1. (2) Reactant: C([Li])CCC.CC1(C)CCCC(C)(C)N1.[Br:16][C:17]1[CH:25]=[CH:24][C:20]([C:21]([OH:23])=[O:22])=[CH:19][N:18]=1.[I:26]I. Product: [Br:16][C:17]1[CH:25]=[C:24]([I:26])[C:20]([C:21]([OH:23])=[O:22])=[CH:19][N:18]=1. The catalyst class is: 7. (3) The catalyst class is: 6. Reactant: [Br:1][C:2]1[CH:3]=[C:4]([C:8]2([CH3:15])[CH2:13][O:12][CH2:11][C:10]([NH2:14])=[N:9]2)[CH:5]=[CH:6][CH:7]=1.ClCCl.[CH3:19][C:20]([O:23][C:24](O[C:24]([O:23][C:20]([CH3:22])([CH3:21])[CH3:19])=[O:25])=[O:25])([CH3:22])[CH3:21].CCN(C(C)C)C(C)C. Product: [C:20]([O:23][C:24](=[O:25])[NH:14][C:10]1[CH2:11][O:12][CH2:13][C:8]([C:4]2[CH:5]=[CH:6][CH:7]=[C:2]([Br:1])[CH:3]=2)([CH3:15])[N:9]=1)([CH3:22])([CH3:21])[CH3:19]. (4) Reactant: [NH2:1][C@H:2]([C:13]([OH:15])=[O:14])[CH2:3][C:4]1[C:12]2[C:7](=[CH:8][CH:9]=[CH:10][CH:11]=2)[NH:6][CH:5]=1.[N:16]([C:23]([O:25][C:26]([CH3:29])(C)C)=[O:24])([CH3:22])[C@H:17]([C:19]([OH:21])=O)[CH3:18].C1[CH:31]=[CH:32][C:33]2N(O)N=N[C:34]=2[CH:35]=1.CN1CCO[CH2:43][CH2:42]1.CCN=C=NCCCN(C)C.Cl. Product: [CH2:26]([O:25][C:23]([N:16]([CH3:22])[C@@H:17]([CH3:18])[C:19]([NH:1][C@@H:2]([CH2:3][C:4]1[C:12]2[C:7](=[CH:8][CH:9]=[CH:10][CH:11]=2)[NH:6][CH:5]=1)[C:13]([O:15][CH2:42][CH3:43])=[O:14])=[O:21])=[O:24])[C:29]1[CH:31]=[CH:32][CH:33]=[CH:34][CH:35]=1. The catalyst class is: 1. (5) Reactant: CC(C)([O-])C.[K+].C(O)(C)(C)C.[CH2:12]([O:14][C:15](=[O:21])[CH2:16][C:17](=[O:20])[CH2:18][CH3:19])[CH3:13].Br[CH2:23][C:24]1[CH:36]=[CH:35][C:27]([C:28]([NH:30][CH:31]2[CH2:34][CH2:33][CH2:32]2)=[O:29])=[CH:26][C:25]=1[Cl:37]. Product: [CH2:12]([O:14][C:15](=[O:21])[CH:16]([CH2:23][C:24]1[CH:36]=[CH:35][C:27]([C:28](=[O:29])[NH:30][CH:31]2[CH2:34][CH2:33][CH2:32]2)=[CH:26][C:25]=1[Cl:37])[C:17](=[O:20])[CH2:18][CH3:19])[CH3:13]. The catalyst class is: 30. (6) Reactant: C[O:2][C:3]([C@@H:5]1[C@@H:9]([C:10]2[CH:15]=[C:14]([C:16]([F:19])([F:18])[F:17])[CH:13]=[C:12]([C:20]([F:23])([F:22])[F:21])[CH:11]=2)[CH2:8][NH:7][CH2:6]1)=[O:4].[OH-].[Na+].O([C:34]([O:36][C:37]([CH3:40])([CH3:39])[CH3:38])=[O:35])[C:34]([O:36][C:37]([CH3:40])([CH3:39])[CH3:38])=[O:35]. Product: [C:37]([O:36][C:34]([N:7]1[CH2:8][C@H:9]([C:10]2[CH:15]=[C:14]([C:16]([F:19])([F:18])[F:17])[CH:13]=[C:12]([C:20]([F:21])([F:22])[F:23])[CH:11]=2)[C@@H:5]([C:3]([OH:4])=[O:2])[CH2:6]1)=[O:35])([CH3:38])([CH3:39])[CH3:40]. The catalyst class is: 20. (7) Reactant: [NH2:1][C:2]1[CH:19]=[CH:18][CH:17]=[CH:16][C:3]=1[C:4]([NH:6][C:7]1[CH:12]=[CH:11][C:10]([CH:13]2[CH2:15][CH2:14]2)=[CH:9][CH:8]=1)=[O:5].[CH3:20][C:21]1[CH:28]=[CH:27][C:24]([CH:25]=O)=[CH:23][N:22]=1. Product: [CH:13]1([C:10]2[CH:11]=[CH:12][C:7]([N:6]3[C:4](=[O:5])[C:3]4[C:2](=[CH:19][CH:18]=[CH:17][CH:16]=4)[N:1]=[C:25]3[C:24]3[CH:23]=[N:22][C:21]([CH3:20])=[CH:28][CH:27]=3)=[CH:8][CH:9]=2)[CH2:15][CH2:14]1. The catalyst class is: 14. (8) Reactant: Cl[CH2:2][C:3]1[CH:23]=[CH:22][C:6]([O:7][CH2:8][CH2:9][C:10]2[N:11]=[C:12]([C:16]3[CH:21]=[CH:20][CH:19]=[CH:18][CH:17]=3)[O:13][C:14]=2[CH3:15])=[CH:5][CH:4]=1.[OH:24][C:25]1[CH:30]=[CH:29][CH:28]=[CH:27][C:26]=1[CH2:31][C:32]([O:34][CH3:35])=[O:33].CN(C)C=O.[H-].[Na+]. Product: [CH3:15][C:14]1[O:13][C:12]([C:16]2[CH:21]=[CH:20][CH:19]=[CH:18][CH:17]=2)=[N:11][C:10]=1[CH2:9][CH2:8][O:7][C:6]1[CH:22]=[CH:23][C:3]([CH2:2][O:24][C:25]2[CH:30]=[CH:29][CH:28]=[CH:27][C:26]=2[CH2:31][C:32]([O:34][CH3:35])=[O:33])=[CH:4][CH:5]=1. The catalyst class is: 6. (9) Reactant: [NH2:1][CH2:2][CH2:3][C:4]1[CH:9]=[CH:8][C:7]([CH2:10][CH2:11][C:12]2[N:13]=[C:14]([NH:17][C:18](=[O:20])[CH3:19])[S:15][CH:16]=2)=[CH:6][CH:5]=1.[C:21]([N:29]=[C:30]=[S:31])(=[O:28])[C:22]1[CH:27]=[CH:26][CH:25]=[CH:24][CH:23]=1.O. Product: [C:18]([NH:17][C:14]1[S:15][CH:16]=[C:12]([CH2:11][CH2:10][C:7]2[CH:8]=[CH:9][C:4]([CH2:3][CH2:2][NH:1][C:30]([NH:29][C:21](=[O:28])[C:22]3[CH:23]=[CH:24][CH:25]=[CH:26][CH:27]=3)=[S:31])=[CH:5][CH:6]=2)[N:13]=1)(=[O:20])[CH3:19]. The catalyst class is: 21.